Predict the reaction yield, written as a fraction of the theoretical maximum amount of product (1.0 means a 100% yield; for example, 0.34 means a 34% yield). From a dataset of Reaction yield outcomes from USPTO patents with 853,638 reactions. The reactants are [C:1]1(B(O)O)[C:10]2[C:5](=[CH:6][CH:7]=[CH:8][CH:9]=2)[CH:4]=[CH:3][CH:2]=1.[Br:14][C:15]1[CH:16]=[C:17](I)[CH:18]=[CH:19][CH:20]=1.C(=O)([O-])[O-].[Na+].[Na+]. The catalyst is C1C=CC([P]([Pd]([P](C2C=CC=CC=2)(C2C=CC=CC=2)C2C=CC=CC=2)([P](C2C=CC=CC=2)(C2C=CC=CC=2)C2C=CC=CC=2)[P](C2C=CC=CC=2)(C2C=CC=CC=2)C2C=CC=CC=2)(C2C=CC=CC=2)C2C=CC=CC=2)=CC=1.C1(C)C=CC=CC=1. The product is [Br:14][C:15]1[CH:20]=[C:19]([C:1]2[C:10]3[C:5](=[CH:6][CH:7]=[CH:8][CH:9]=3)[CH:4]=[CH:3][CH:2]=2)[CH:18]=[CH:17][CH:16]=1. The yield is 0.760.